This data is from Full USPTO retrosynthesis dataset with 1.9M reactions from patents (1976-2016). The task is: Predict the reactants needed to synthesize the given product. (1) Given the product [Br:1][C:2]1[CH:3]=[C:4]([O:10][CH3:11])[CH:5]=[C:6]([O:8][CH3:9])[C:7]=1[CH:21]=[O:22], predict the reactants needed to synthesize it. The reactants are: [Br:1][C:2]1[CH:7]=[C:6]([O:8][CH3:9])[CH:5]=[C:4]([O:10][CH3:11])[CH:3]=1.O=P(Cl)(Cl)Cl.O.CN([CH:21]=[O:22])C. (2) Given the product [CH3:1][N:2]1[C:6]([C:7]2[CH:12]=[CH:11][CH:10]=[C:9]([C:13]([F:14])([F:15])[F:16])[CH:8]=2)=[C:5]([CH3:17])[C:4]([C:18]([N:29]2[CH2:30][CH2:31][CH:26]([N:21]3[CH2:25][CH2:24][CH2:23][CH2:22]3)[CH2:27][CH2:28]2)=[O:20])=[N:3]1, predict the reactants needed to synthesize it. The reactants are: [CH3:1][N:2]1[C:6]([C:7]2[CH:12]=[CH:11][CH:10]=[C:9]([C:13]([F:16])([F:15])[F:14])[CH:8]=2)=[C:5]([CH3:17])[C:4]([C:18]([OH:20])=O)=[N:3]1.[N:21]1([CH:26]2[CH2:31][CH2:30][NH:29][CH2:28][CH2:27]2)[CH2:25][CH2:24][CH2:23][CH2:22]1.CN(C(ON1N=NC2C=CC=NC1=2)=[N+](C)C)C.F[P-](F)(F)(F)(F)F. (3) Given the product [C:9]([O:13][C:14]([N:16]1[CH2:21][CH2:20][C:19]2[NH:4][C:3]3[CH:5]=[CH:6][CH:7]=[CH:8][C:2]=3[C:18]=2[CH2:17]1)=[O:15])([CH3:12])([CH3:10])[CH3:11], predict the reactants needed to synthesize it. The reactants are: I[C:2]1[CH:8]=[CH:7][CH:6]=[CH:5][C:3]=1[NH2:4].[C:9]([O:13][C:14]([N:16]1[CH2:21][CH2:20][C:19](=O)[CH2:18][CH2:17]1)=[O:15])([CH3:12])([CH3:11])[CH3:10].N12CCN(CC1)CC2. (4) The reactants are: [I:1][C:2]1[CH:8]=[CH:7][CH:6]=[CH:5][C:3]=1[NH2:4].[C:9]([N:16]1[CH2:21][CH2:20][C:19](=O)[CH2:18][CH2:17]1)([O:11][C:12]([CH3:15])([CH3:14])[CH3:13])=[O:10].C(O)(=O)C.C(O[BH-](OC(=O)C)OC(=O)C)(=O)C.[Na+]. Given the product [C:12]([O:11][C:9]([N:16]1[CH2:21][CH2:20][CH:19]([NH:4][C:3]2[CH:5]=[CH:6][CH:7]=[CH:8][C:2]=2[I:1])[CH2:18][CH2:17]1)=[O:10])([CH3:15])([CH3:13])[CH3:14], predict the reactants needed to synthesize it. (5) Given the product [F:1][C:2]1[CH:3]=[C:4]2[C:9](=[CH:10][C:11]=1[O:12][CH3:13])[CH2:8][CH:7]([C:15]([O:17][CH3:18])=[O:16])[CH2:6][CH2:5]2, predict the reactants needed to synthesize it. The reactants are: [F:1][C:2]1[CH:3]=[C:4]2[C:9](=[CH:10][C:11]=1[O:12][CH3:13])[C:8](=O)[CH:7]([C:15]([O:17][CH3:18])=[O:16])[CH2:6][CH2:5]2.S(=O)(=O)(O)O.C(O)(=O)C. (6) The reactants are: [I:1][C:2]1[CH:7]=[CH:6][C:5]([O:8][CH3:9])=[CH:4][C:3]=1[S:10][C:11]1[N:12](CC2C=CC(OC)=CC=2)[C:13]2[CH:18]=[CH:17][N:16]=[C:15]([NH2:19])[C:14]=2[N:20]=1.C(O)(C(F)(F)F)=O.BrC1C=CC(OC)=CC=1SC1NC2C=CN=C(N)C=2N=1. Given the product [I:1][C:2]1[CH:7]=[CH:6][C:5]([O:8][CH3:9])=[CH:4][C:3]=1[S:10][C:11]1[NH:12][C:13]2[CH:18]=[CH:17][N:16]=[C:15]([NH2:19])[C:14]=2[N:20]=1, predict the reactants needed to synthesize it. (7) Given the product [CH2:7]([O:9][C:10]([C:12]1[C:16]2[C:17](=[O:18])[N:30]([C:31]3[CH:36]=[C:35]([Cl:37])[C:34](=[O:38])[N:33]([CH3:39])[CH:32]=3)[CH:22]([C:23]3[CH:24]=[CH:25][C:26]([Cl:29])=[CH:27][CH:28]=3)[C:15]=2[N:14]([CH:40]([CH3:42])[CH3:41])[C:13]=1[Br:43])=[O:11])[CH3:8], predict the reactants needed to synthesize it. The reactants are: [Cl-].C([Al+]CC)C.[CH2:7]([O:9][C:10]([C:12]1[C:16]([C:17](OCC)=[O:18])=[C:15]([CH:22]([NH:30][C:31]2[CH:36]=[C:35]([Cl:37])[C:34](=[O:38])[N:33]([CH3:39])[CH:32]=2)[C:23]2[CH:28]=[CH:27][C:26]([Cl:29])=[CH:25][CH:24]=2)[N:14]([CH:40]([CH3:42])[CH3:41])[C:13]=1[Br:43])=[O:11])[CH3:8].